From a dataset of Full USPTO retrosynthesis dataset with 1.9M reactions from patents (1976-2016). Predict the reactants needed to synthesize the given product. Given the product [Cl:20][C:21]1[CH:22]=[C:23]([CH:43]=[CH:44][CH:45]=1)[C:24]([NH:26][C:27]1[C:28]([N:34]2[CH2:39][CH2:38][CH:37]([CH2:40][CH2:41][Cl:47])[CH2:36][CH2:35]2)=[N:29][CH:30]=[C:31]([Cl:33])[CH:32]=1)=[O:25], predict the reactants needed to synthesize it. The reactants are: C1(P(C2C=CC=CC=2)C2C=CC=CC=2)C=CC=CC=1.[Cl:20][C:21]1[CH:22]=[C:23]([CH:43]=[CH:44][CH:45]=1)[C:24]([NH:26][C:27]1[C:28]([N:34]2[CH2:39][CH2:38][CH:37]([CH2:40][CH2:41]O)[CH2:36][CH2:35]2)=[N:29][CH:30]=[C:31]([Cl:33])[CH:32]=1)=[O:25].C(Cl)(Cl)(Cl)[Cl:47].